Dataset: Full USPTO retrosynthesis dataset with 1.9M reactions from patents (1976-2016). Task: Predict the reactants needed to synthesize the given product. Given the product [CH:1]1([C:4]2[CH:17]=[CH:16][C:7]([O:8][CH2:9][CH:10]3[O:15][CH2:14][CH2:13][CH2:12][CH:11]3[OH:19])=[CH:6][CH:5]=2)[CH2:3][CH2:2]1, predict the reactants needed to synthesize it. The reactants are: [CH:1]1([C:4]2[CH:17]=[CH:16][C:7]([O:8][CH2:9][C:10]3[O:15][CH2:14][CH2:13][CH2:12][CH:11]=3)=[CH:6][CH:5]=2)[CH2:3][CH2:2]1.B.[O:19]1CCCC1.[OH-].[Na+].OO.